From a dataset of NCI-60 drug combinations with 297,098 pairs across 59 cell lines. Regression. Given two drug SMILES strings and cell line genomic features, predict the synergy score measuring deviation from expected non-interaction effect. (1) Drug 1: CNC(=O)C1=CC=CC=C1SC2=CC3=C(C=C2)C(=NN3)C=CC4=CC=CC=N4. Drug 2: CC(C1=C(C=CC(=C1Cl)F)Cl)OC2=C(N=CC(=C2)C3=CN(N=C3)C4CCNCC4)N. Cell line: NCIH23. Synergy scores: CSS=11.1, Synergy_ZIP=-4.15, Synergy_Bliss=0.663, Synergy_Loewe=-7.74, Synergy_HSA=-0.578. (2) Drug 1: CC=C1C(=O)NC(C(=O)OC2CC(=O)NC(C(=O)NC(CSSCCC=C2)C(=O)N1)C(C)C)C(C)C. Drug 2: CC1=C(N=C(N=C1N)C(CC(=O)N)NCC(C(=O)N)N)C(=O)NC(C(C2=CN=CN2)OC3C(C(C(C(O3)CO)O)O)OC4C(C(C(C(O4)CO)O)OC(=O)N)O)C(=O)NC(C)C(C(C)C(=O)NC(C(C)O)C(=O)NCCC5=NC(=CS5)C6=NC(=CS6)C(=O)NCCC[S+](C)C)O. Cell line: HCC-2998. Synergy scores: CSS=66.8, Synergy_ZIP=-3.69, Synergy_Bliss=-3.58, Synergy_Loewe=-2.07, Synergy_HSA=2.06.